From a dataset of Catalyst prediction with 721,799 reactions and 888 catalyst types from USPTO. Predict which catalyst facilitates the given reaction. (1) Reactant: S(Cl)([Cl:3])=O.[CH3:5][C:6]1([CH3:28])[O:10][C:9](=[O:11])[N:8]([C:12]2[CH:20]=[CH:19][C:15]([C:16](O)=[O:17])=[C:14]([CH3:21])[CH:13]=2)[C@H:7]1[C:22]1[CH:27]=[CH:26][CH:25]=[CH:24][CH:23]=1. Product: [CH3:5][C:6]1([CH3:28])[O:10][C:9](=[O:11])[N:8]([C:12]2[CH:20]=[CH:19][C:15]([C:16]([Cl:3])=[O:17])=[C:14]([CH3:21])[CH:13]=2)[C@H:7]1[C:22]1[CH:27]=[CH:26][CH:25]=[CH:24][CH:23]=1. The catalyst class is: 2. (2) Reactant: C(N(CC)CC)C.[NH2:8][C:9]1[N:14]=[C:13]([Cl:15])[C:12]([CH:16]([OH:25])[CH2:17][CH:18]2[CH2:22][O:21][C:20]([CH3:24])([CH3:23])[O:19]2)=[C:11]([Cl:26])[N:10]=1. Product: [NH2:8][C:9]1[N:10]=[C:11]([Cl:26])[C:12]([C:16](=[O:25])[CH2:17][CH:18]2[CH2:22][O:21][C:20]([CH3:24])([CH3:23])[O:19]2)=[C:13]([Cl:15])[N:14]=1. The catalyst class is: 16. (3) Reactant: [CH3:1][C:2]1[CH:7]=[CH:6][CH:5]=[C:4]([CH3:8])[C:3]=1[NH:9][C:10]([CH2:12][N:13]1[CH2:18][CH2:17][N:16](C(OCC2C=CC=CC=2)=O)[CH2:15][C:14]1=[O:29])=[O:11].[H][H]. Product: [CH3:8][C:4]1[CH:5]=[CH:6][CH:7]=[C:2]([CH3:1])[C:3]=1[NH:9][C:10](=[O:11])[CH2:12][N:13]1[CH2:18][CH2:17][NH:16][CH2:15][C:14]1=[O:29]. The catalyst class is: 5. (4) Reactant: [NH:1]1[CH:5]=[CH:4][CH:3]=[C:2]1[C:6]1[S:7][CH:8]=[CH:9][N:10]=1.[H-].[Na+].[CH:13]([Si:16](Cl)([CH:20]([CH3:22])[CH3:21])[CH:17]([CH3:19])[CH3:18])([CH3:15])[CH3:14].O. Product: [CH:13]([Si:16]([CH:20]([CH3:22])[CH3:21])([CH:17]([CH3:19])[CH3:18])[N:1]1[CH:5]=[CH:4][CH:3]=[C:2]1[C:6]1[S:7][CH:8]=[CH:9][N:10]=1)([CH3:15])[CH3:14]. The catalyst class is: 483. (5) Reactant: [CH2:1]([O:3][C:4]1[CH:5]=[C:6]([CH2:13][CH:14]([NH2:16])[CH3:15])[CH:7]=[CH:8][C:9]=1[O:10][CH2:11][CH3:12])[CH3:2].[CH:17](OCC)=[O:18].C(N(CC)CC)C. Product: [CH2:1]([O:3][C:4]1[CH:5]=[C:6]([CH2:13][CH:14]([NH:16][CH:17]=[O:18])[CH3:15])[CH:7]=[CH:8][C:9]=1[O:10][CH2:11][CH3:12])[CH3:2]. The catalyst class is: 8.